Dataset: Full USPTO retrosynthesis dataset with 1.9M reactions from patents (1976-2016). Task: Predict the reactants needed to synthesize the given product. Given the product [NH2:60][C:10]1[CH:11]=[C:12]([CH:58]=[CH:59][C:9]=1[O:8][CH2:1][C:2]1[CH:7]=[CH:6][CH:5]=[CH:4][CH:3]=1)[CH2:13][CH2:14][N:15]([CH2:26][CH2:27][N:28]([CH:52]1[CH2:57][CH2:56][CH2:55][CH2:54][CH2:53]1)[C:29](=[O:51])[CH2:30][CH2:31][N:32]([C:41]([O:43][CH2:44][C:45]1[CH:46]=[CH:47][CH:48]=[CH:49][CH:50]=1)=[O:42])[CH2:33][CH2:34][C:35]1[CH:40]=[CH:39][CH:38]=[CH:37][CH:36]=1)[C:16](=[O:25])[O:17][CH2:18][C:19]1[CH:24]=[CH:23][CH:22]=[CH:21][CH:20]=1, predict the reactants needed to synthesize it. The reactants are: [CH2:1]([O:8][C:9]1[CH:59]=[CH:58][C:12]([CH2:13][CH2:14][N:15]([CH2:26][CH2:27][N:28]([CH:52]2[CH2:57][CH2:56][CH2:55][CH2:54][CH2:53]2)[C:29](=[O:51])[CH2:30][CH2:31][N:32]([C:41]([O:43][CH2:44][C:45]2[CH:50]=[CH:49][CH:48]=[CH:47][CH:46]=2)=[O:42])[CH2:33][CH2:34][C:35]2[CH:40]=[CH:39][CH:38]=[CH:37][CH:36]=2)[C:16](=[O:25])[O:17][CH2:18][C:19]2[CH:24]=[CH:23][CH:22]=[CH:21][CH:20]=2)=[CH:11][C:10]=1[N+:60]([O-])=O)[C:2]1[CH:7]=[CH:6][CH:5]=[CH:4][CH:3]=1.[Cl-].[NH4+].